Binary Classification. Given a drug SMILES string, predict its activity (active/inactive) in a high-throughput screening assay against a specified biological target. From a dataset of M1 muscarinic receptor antagonist screen with 61,756 compounds. (1) The molecule is S1(=O)(=O)Cc2c(nn(c2NC(=O)Cc2ccc(OC)cc2)c2c(c(ccc2)C)C)C1. The result is 0 (inactive). (2) The drug is O=C(Nc1c2CCN(c2nc2c1cccc2)C)C(C)C. The result is 0 (inactive). (3) The compound is S(=O)(=O)(N(CC(=O)Nc1cc(F)ccc1)c1cc(OC)ccc1)C. The result is 0 (inactive). (4) The compound is S(=O)(=O)(N1CCCCCC1)c1ccc(NC(=O)CN2CCOCC2)cc1. The result is 0 (inactive). (5) The compound is Fc1ccc(Cn2c3c(CCC3)c(=N)c3c2CCC3)cc1. The result is 0 (inactive). (6) The compound is S1C2C(N(C3C1CCCC3)C(=O)C)CCCC2. The result is 0 (inactive). (7) The result is 0 (inactive). The drug is S(=O)(=O)(N1CCC(CC1)C(=O)NCC1OCCC1)N1CCCC1. (8) The drug is S(c1n(nnn1)Cc1ccccc1)CC(=O)Nc1cc(ccc1OC)C. The result is 0 (inactive). (9) The molecule is O1c2c(OC1)ccc(NC(=O)c1cc(OCC)c(OCC)cc1)c2. The result is 0 (inactive). (10) The molecule is O(c1n(c(=O)c2n(Cc3ccccc3)cnc2n1)C)c1cc(OC)ccc1. The result is 0 (inactive).